This data is from Forward reaction prediction with 1.9M reactions from USPTO patents (1976-2016). The task is: Predict the product of the given reaction. (1) Given the reactants Cl[C:2]1[N:7]=[C:6]([NH:8][CH2:9][C:10]2[CH:15]=[CH:14][C:13]([F:16])=[CH:12][CH:11]=2)[N:5]=[C:4]([NH:17][CH2:18][C:19]#[CH:20])[N:3]=1.[CH2:21]([NH2:24])[CH2:22][CH3:23], predict the reaction product. The product is: [F:16][C:13]1[CH:14]=[CH:15][C:10]([CH2:9][NH:8][C:6]2[N:5]=[C:4]([NH:17][CH2:18][CH2:19][CH3:20])[N:3]=[C:2]([NH:24][CH2:21][C:22]#[CH:23])[N:7]=2)=[CH:11][CH:12]=1. (2) Given the reactants C(NC(=O)CCN1CCC(NC[C@H](O)C2C=CC(O)=C3C=2C=CC(=O)N3)CC1)C1C=CC=CC=1.[Si:35]([O:42][C@H:43]([C:57]1[CH:66]=[CH:65][C:64]([OH:67])=[C:63]2[C:58]=1[CH:59]=[CH:60][C:61](=[O:68])[NH:62]2)[CH2:44][NH:45][CH:46]1[CH2:51][CH2:50][N:49]([CH2:52][CH2:53][C:54](O)=[O:55])[CH2:48][CH2:47]1)([C:38]([CH3:41])([CH3:40])[CH3:39])([CH3:37])[CH3:36].[CH3:69][O:70][C:71]1[CH:76]=[CH:75][CH:74]=[CH:73][C:72]=1[CH2:77][NH2:78].CN(C(ON1N=NC2C=CC=NC1=2)=[N+](C)C)C.F[P-](F)(F)(F)(F)F, predict the reaction product. The product is: [Si:35]([O:42][C@H:43]([C:57]1[CH:66]=[CH:65][C:64]([OH:67])=[C:63]2[C:58]=1[CH:59]=[CH:60][C:61](=[O:68])[NH:62]2)[CH2:44][NH:45][CH:46]1[CH2:51][CH2:50][N:49]([CH2:52][CH2:53][C:54]([NH:78][CH2:77][C:72]2[CH:73]=[CH:74][CH:75]=[CH:76][C:71]=2[O:70][CH3:69])=[O:55])[CH2:48][CH2:47]1)([C:38]([CH3:39])([CH3:40])[CH3:41])([CH3:37])[CH3:36]. (3) Given the reactants C[O:2][C:3](=[O:27])[CH2:4][CH2:5][CH2:6][N:7]1[CH2:11][CH2:10][C@@H:9]([O:12][C:13]2[CH:18]=[CH:17][C:16]([O:19][C:20]3[CH:25]=[CH:24][C:23]([Cl:26])=[CH:22][CH:21]=3)=[CH:15][CH:14]=2)[CH2:8]1.[OH-].[Na+].O.Cl.O1CCOCC1, predict the reaction product. The product is: [ClH:26].[Cl:26][C:23]1[CH:24]=[CH:25][C:20]([O:19][C:16]2[CH:15]=[CH:14][C:13]([O:12][C@@H:9]3[CH2:10][CH2:11][N:7]([CH2:6][CH2:5][CH2:4][C:3]([OH:27])=[O:2])[CH2:8]3)=[CH:18][CH:17]=2)=[CH:21][CH:22]=1. (4) Given the reactants [C:1]1(=O)[NH:6][C:5](=O)[C:4]2=[CH:8][CH:9]=[CH:10][CH:11]=[C:3]2[CH2:2]1.[Cl-:13].[Cl-:14].C1(P(=O)([O-])[O-])C=CC=CC=1.C(=O)([O-])[O-].[Na+].[Na+], predict the reaction product. The product is: [Cl:13][C:5]1[C:4]2[C:3](=[CH:11][CH:10]=[CH:9][CH:8]=2)[CH:2]=[C:1]([Cl:14])[N:6]=1. (5) Given the reactants [I:1][C:2]1[CH:3]=[C:4]([CH:6]=[C:7]([I:9])[CH:8]=1)[NH2:5].[C:10]([N:18]=[C:19]=[S:20])(=[O:17])[C:11]1[CH:16]=[CH:15][CH:14]=[CH:13][CH:12]=1, predict the reaction product. The product is: [C:10]([NH:18][C:19]([NH:5][C:4]1[CH:3]=[C:2]([I:1])[CH:8]=[C:7]([I:9])[CH:6]=1)=[S:20])(=[O:17])[C:11]1[CH:16]=[CH:15][CH:14]=[CH:13][CH:12]=1. (6) Given the reactants [CH:1]([C:3]1[C:4]([C:11]2[CH:16]=[CH:15][C:14]([O:17][CH:18]([CH3:20])[CH3:19])=[C:13]([CH3:21])[CH:12]=2)=[N:5][N:6]([CH3:10])[C:7]=1[S:8][CH3:9])=O.C(C1C(C2C=CC(OC(C)C)=C(C)C=2)=NN(C)C=1OC)=O, predict the reaction product. The product is: [CH3:10][N:6]1[C:7]([S:8][CH3:9])=[C:3]([CH3:1])[C:4]([C:11]2[CH:16]=[CH:15][C:14]([O:17][CH:18]([CH3:19])[CH3:20])=[C:13]([CH3:21])[CH:12]=2)=[N:5]1.